From a dataset of Catalyst prediction with 721,799 reactions and 888 catalyst types from USPTO. Predict which catalyst facilitates the given reaction. (1) Reactant: [Si:1]([O:8][CH:9]1[CH2:14][CH2:13][C:12](=[O:15])[CH2:11][CH2:10]1)([C:4]([CH3:7])([CH3:6])[CH3:5])([CH3:3])[CH3:2].C[Si]([N-][Si](C)(C)C)(C)C.[Na+].[F:26][C:27]([F:40])([F:39])[S:28](O[S:28]([C:27]([F:40])([F:39])[F:26])(=[O:30])=[O:29])(=[O:30])=[O:29]. Product: [F:26][C:27]([F:40])([F:39])[S:28]([O:15][C:12]1[CH2:13][CH2:14][CH:9]([O:8][Si:1]([C:4]([CH3:7])([CH3:6])[CH3:5])([CH3:3])[CH3:2])[CH2:10][CH:11]=1)(=[O:30])=[O:29]. The catalyst class is: 554. (2) Reactant: [N:1]1([CH2:7][C@@H:8]2[CH2:13][CH2:12][CH2:11][CH2:10][C@H:9]2[NH:14][C:15](=[O:27])[C:16]2[CH:21]=[CH:20][C:19]([N:22]3[CH:26]=[CH:25][CH:24]=[N:23]3)=[CH:18][CH:17]=2)[CH2:6][CH2:5][CH2:4][CH2:3][CH2:2]1.C(NCC)C. Product: [N:1]1([CH2:7][C@H:8]2[CH2:13][CH2:12][CH2:11][CH2:10][C@@H:9]2[NH:14][C:15](=[O:27])[C:16]2[CH:21]=[CH:20][C:19]([N:22]3[CH:26]=[CH:25][CH:24]=[N:23]3)=[CH:18][CH:17]=2)[CH2:2][CH2:3][CH2:4][CH2:5][CH2:6]1. The catalyst class is: 14. (3) Reactant: [N:1]12[CH2:8][CH2:7][N:4]([CH2:5][CH2:6]1)[CH2:3][CH2:2]2.N12CCN(CC1)CC2.[CH2:17]([C@@:20]1(C)[CH2:25][C@H:24]([C:26]2[CH:31]=[CH:30][CH:29]=[C:28]([Cl:32])[CH:27]=2)[C@@H:23]([C:33]2[CH:38]=[CH:37][C:36]([Cl:39])=[CH:35][CH:34]=2)[N:22]([C@@H:40]([CH:48]([CH3:50])[CH3:49])[CH2:41][S:42]([CH:45]([CH3:47])[CH3:46])(=[O:44])=[O:43])[C:21]1=[O:51])C=C.[C:53]([O:56]C(C)C)(=[O:55])[CH3:54]. Product: [Cl:32][C:28]1[CH:27]=[C:26]([C@@H:24]2[C@@H:23]([C:33]3[CH:38]=[CH:37][C:36]([Cl:39])=[CH:35][CH:34]=3)[N:22]([C@@H:40]([CH:48]([CH3:50])[CH3:49])[CH2:41][S:42]([CH:45]([CH3:46])[CH3:47])(=[O:43])=[O:44])[C:21](=[O:51])[C@:20]([CH2:54][C:53]([OH:56])=[O:55])([CH3:17])[CH2:25]2)[CH:31]=[CH:30][CH:29]=1.[N:1]12[CH2:8][CH2:7][N:4]([CH2:5][CH2:6]1)[CH2:3][CH2:2]2. The catalyst class is: 194.